This data is from Full USPTO retrosynthesis dataset with 1.9M reactions from patents (1976-2016). The task is: Predict the reactants needed to synthesize the given product. Given the product [F:12][C:13]1[CH:21]=[CH:20][C:16]([C:17]([N:1]([C:2]2[C:3]([C:8]([O:10][CH3:11])=[O:9])=[N:4][CH:5]=[CH:6][N:7]=2)[C:17](=[O:18])[C:16]2[CH:20]=[CH:21][C:13]([F:12])=[CH:14][CH:15]=2)=[O:18])=[CH:15][CH:14]=1, predict the reactants needed to synthesize it. The reactants are: [NH2:1][C:2]1[C:3]([C:8]([O:10][CH3:11])=[O:9])=[N:4][CH:5]=[CH:6][N:7]=1.[F:12][C:13]1[CH:21]=[CH:20][C:16]([C:17](Cl)=[O:18])=[CH:15][CH:14]=1.